This data is from Forward reaction prediction with 1.9M reactions from USPTO patents (1976-2016). The task is: Predict the product of the given reaction. Given the reactants [NH:1]([C:16]([O:18][C:19]([CH3:22])([CH3:21])[CH3:20])=[O:17])[C@@H:2]([C:13]([OH:15])=O)[CH2:3][C:4]1[C:12]2[C:7](=[CH:8][CH:9]=[CH:10][CH:11]=2)[NH:6][CH:5]=1.[NH2:23][C@H:24]([C:40]([O:42][C:43]([CH3:46])([CH3:45])[CH3:44])=[O:41])[CH2:25][CH2:26][CH2:27][CH2:28][NH:29][C:30]([O:32][CH2:33][C:34]1[CH:39]=[CH:38][CH:37]=[CH:36][CH:35]=1)=[O:31].Cl.OC1C2N=NNC=2C=CC=1.Cl.CNC(N=C=NCC)CCNC, predict the reaction product. The product is: [NH:1]([C:16]([O:18][C:19]([CH3:22])([CH3:21])[CH3:20])=[O:17])[C@@H:2]([C:13]([NH:23][C@H:24]([C:40]([O:42][C:43]([CH3:46])([CH3:45])[CH3:44])=[O:41])[CH2:25][CH2:26][CH2:27][CH2:28][NH:29][C:30]([O:32][CH2:33][C:34]1[CH:35]=[CH:36][CH:37]=[CH:38][CH:39]=1)=[O:31])=[O:15])[CH2:3][C:4]1[C:12]2[C:7](=[CH:8][CH:9]=[CH:10][CH:11]=2)[NH:6][CH:5]=1.